Task: Predict the product of the given reaction.. Dataset: Forward reaction prediction with 1.9M reactions from USPTO patents (1976-2016) Given the reactants [H-].[Na+:2].[C:3]1([CH2:9][CH2:10][CH2:11][CH2:12][OH:13])[CH:8]=[CH:7][CH:6]=[CH:5][CH:4]=1.[CH2:14]1[CH2:21][O:20][S:17](=[O:19])(=[O:18])[CH2:16][CH2:15]1, predict the reaction product. The product is: [C:3]1([CH2:9][CH2:10][CH2:11][CH2:12][O:13][CH2:21][CH2:14][CH2:15][CH2:16][S:17]([O-:20])(=[O:19])=[O:18])[CH:8]=[CH:7][CH:6]=[CH:5][CH:4]=1.[Na+:2].